Binary Classification. Given a miRNA mature sequence and a target amino acid sequence, predict their likelihood of interaction. From a dataset of Experimentally validated miRNA-target interactions with 360,000+ pairs, plus equal number of negative samples. (1) The miRNA is hsa-miR-6880-3p with sequence CCGCCUUCUCUCCUCCCCCAG. The protein sequence of the target gene is MDSPEVTFTLAYLVFAVCFVFTPNEFHAAGLTVQNLLSGWLGSEDAAFVPFHLRRTAATLLCHSLLPLGYYVGMCLAASEKRLHALSQAPEAWRLFLLLAVTLPSIACILIYYWSRDRWACHPLARTLALYALPQSGWQAVASSVNTEFRRIDKFATGAPGARVIVTDTWVMKVTTYRVHVAQQQDVHLTVTESRQHELSPDSNLPVQLLTIRVASTNPAVQAFDIWLNSTEYGELCEKLRAPIRRAAHVVIHQSLGDLFLETFASLVEVNPAYSVPSSQELEACIGCMQTRASVKLVKT.... Result: 0 (no interaction). (2) The miRNA is hsa-miR-3941 with sequence UUACACACAACUGAGGAUCAUA. The protein sequence of the target gene is MGPLINRCKKILLPTTVPPATMRIWLLGGLLPFLLLLSGLQRPTEGSEVAIKIDFDFAPGSFDDQYQGCSKQVMEKLTQGDYFTKDIEAQKNYFRMWQKAHLAWLNQGKVLPQNMTTTHAVAILFYTLNSNVHSDFTRAMASVARTPQQYERSFHFKYLHYYLTSAIQLLRKDSIMENGTLCYEVHYRTKDVHFNAYTGATIRFGQFLSTSLLKEEAQEFGNQTLFTIFTCLGAPVQYFSLKKEVLIPPYELFKVINMSYHPRGNWLQLRSTGNLSTYNCQLLKASSKKCIPDPIAIASL.... Result: 1 (interaction). (3) The miRNA is hsa-miR-6764-5p with sequence UCCCAGGGUCUGGUCAGAGUUG. The protein sequence of the target gene is MDVRFYPAAAGDPASLDFAQCLGYYGYSKFGNNNNYMNMAEANNAFFAASEQTFHTPSLGDEEFEIPPITPPPESDPALGMPDVLLPFQALSDPLPSQGSEFTPQFPPQSLDLPSITISRNLVEQDGVLHSSGLHMDQSHTQVSQYRQDPSLIMRSIVHMTDAARSGVMPPAQLTTINQSQLSAQLGLNLGGASMPHTSPSPPASKSATPSPSSSINEEDADEANRAIGEKRAAPDSGKKPKTPKKKKKKDPNEPQKPVSAYALFFRDTQAAIKGQNPNATFGEVSKIVASMWDSLGEEQ.... Result: 0 (no interaction). (4) The miRNA is hsa-miR-380-5p with sequence UGGUUGACCAUAGAACAUGCGC. The protein sequence of the target gene is MDRPVAAAAAASAASCEGAGGPGPGPGASWRPSRVAGGASASSRHPSIETLDSPTGSHVEWCKQLIAATISSQISGSVTSENVSRDYKALRDGNKLAQMEEAPLFPGESIKAIVKDVIYICPFMGAVSGTLTVTDFKMYFKNVERDPHFVLDVPLGVISRVEKIGAQSHGDNSCGIEIVCKDMRNLRLAYKQEEQRKLGIFENLNKHAFPLSNGQVLFAFNYKEKFPVNGWKVYDPVSEYKRQGLPNESWKISKINSNYEFCDTYPAIIVVPTSVKDDDLSKVAAFRAKGRVPVLSWIHP.... Result: 0 (no interaction). (5) The miRNA is mmu-miR-488-5p with sequence CCCAGAUAAUAGCACUCUCAA. The protein sequence of the target gene is MDPLGDTLRRLREAFHAGRTRPAEFRAAQLQGLGRFLQENKQLLHDALAQDLHKSAFESEVSEVAISQGEVTLALRNLRAWMKDERVPKNLATQLDSAFIRKEPFGLVLIIAPWNYPLNLTLVPLVGALAAGNCVVLKPSEISKNVEKILAEVLPQYVDQSCFAVVLGGPQETGQLLEHRFDYIFFTGSPRVGKIVMTAAAKHLTPVTLELGGKNPCYVDDNCDPQTVANRVAWFRYFNAGQTCVAPDYVLCSPEMQERLLPALQSTITRFYGDDPQSSPNLGRIINQKQFQRLRALLGC.... Result: 0 (no interaction). (6) Result: 0 (no interaction). The protein sequence of the target gene is MAAVRGLRVSVKAEAPAGPALGLPSPEVESGLERGEPEPMEVEEGELEIVPVRRSLKELLPDTSRRYENKAGSFITGIDVTSKEAIEKKEQRAKRFHFRAEVNLAQRNVALDRDMMKKAIPKVRLETIYICGVDEMSTQDIFSYFKEYPPAHIEWLDDTSCNVVWLDEMTATRALINMSSLPAQDKMRSRDASEDKSSEKNKKDKQEDSSDDDETEEGEVEDENSSDVELDTLSQVEEESLLRNDLRPANKLAKGNRLFMRFATKDDKKELGAARRSQYYMKYGNPNYGGMKGILSNSWK.... The miRNA is hsa-miR-524-3p with sequence GAAGGCGCUUCCCUUUGGAGU. (7) The miRNA is hsa-miR-3674 with sequence AUUGUAGAACCUAAGAUUGGCC. The protein sequence of the target gene is MFGFHKPKMYRSIEGCCICRAKSSSSRFTDSKRYEKDFQSCFGLHETRSGDICNACVLLVKRWKKLPAGSKKNWNHVVDARAGPSLKTTLKPKKVKTLSGNRIKSNQISKLQKEFKRHNSDAHSTTSSASPAQSPCYSNQSDDGSDTEMASGSNRTPVFSFLDLTYWKRQKICCGIIYKGRFGEVLIDTHLFKPCCSNKKAAAEKPEEQGPEPLPISTQEW. Result: 1 (interaction).